This data is from Reaction yield outcomes from USPTO patents with 853,638 reactions. The task is: Predict the reaction yield, written as a fraction of the theoretical maximum amount of product (1.0 means a 100% yield; for example, 0.34 means a 34% yield). (1) The reactants are [N:1]1([C:5]2[N:10]=[C:9]([CH3:11])[N:8]=[C:7]([NH:12][NH:13][C:14](=[O:34])[C@H:15]([CH2:28][CH:29]3[CH2:33][CH2:32][CH2:31][CH2:30]3)[CH2:16][N:17]([O:20]CC3C=CC=CC=3)[CH:18]=[O:19])[C:6]=2[F:35])[CH2:4][CH2:3][CH2:2]1. The catalyst is CO. The product is [N:1]1([C:5]2[N:10]=[C:9]([CH3:11])[N:8]=[C:7]([NH:12][NH:13][C:14](=[O:34])[C@H:15]([CH2:28][CH:29]3[CH2:30][CH2:31][CH2:32][CH2:33]3)[CH2:16][N:17]([OH:20])[CH:18]=[O:19])[C:6]=2[F:35])[CH2:2][CH2:3][CH2:4]1. The yield is 0.980. (2) The reactants are [Cl:1][C:2]1[CH:21]=[C:20]([C:22]([F:25])([F:24])[F:23])[CH:19]=[CH:18][C:3]=1[CH2:4][N:5]1[C:9](/[CH:10]=[CH:11]/[C:12]([OH:14])=O)=[CH:8][C:7]([CH:15]2[CH2:17][CH2:16]2)=[N:6]1.[CH3:26][CH:27]([CH3:34])[CH2:28][CH2:29][S:30]([NH2:33])(=[O:32])=[O:31].N12CCCN=C1CCCCC2. The catalyst is CN(C)C=O. The product is [Cl:1][C:2]1[CH:21]=[C:20]([C:22]([F:24])([F:25])[F:23])[CH:19]=[CH:18][C:3]=1[CH2:4][N:5]1[C:9](/[CH:10]=[CH:11]/[C:12]([NH:33][S:30]([CH2:29][CH2:28][CH:27]([CH3:34])[CH3:26])(=[O:32])=[O:31])=[O:14])=[CH:8][C:7]([CH:15]2[CH2:17][CH2:16]2)=[N:6]1. The yield is 0.540. (3) The reactants are [Cl:1][C:2]1[CH:10]=[CH:9][C:5]([C:6]([OH:8])=[O:7])=[CH:4][C:3]=1[N+:11]([O-:13])=[O:12].OS(O)(=O)=O.[CH3:19]O. No catalyst specified. The product is [CH3:19][O:7][C:6](=[O:8])[C:5]1[CH:9]=[CH:10][C:2]([Cl:1])=[C:3]([N+:11]([O-:13])=[O:12])[CH:4]=1. The yield is 0.940. (4) The reactants are Br[C:2]1[CH:3]=[C:4]2[C:11]3([N:15]=[C:14]([NH2:16])[C:13]([CH3:17])=[N:12]3)[CH2:10][CH2:9][O:8][C:5]2=[CH:6][CH:7]=1.[F:18][C:19]1[CH:20]=[C:21](B(O)O)[CH:22]=[C:23]([F:25])[CH:24]=1.C([O-])([O-])=O.[K+].[K+]. The catalyst is O1CCOCC1.Cl[Pd]Cl.C1(P(C2C=CC=CC=2)[C-]2C=CC=C2)C=CC=CC=1.[C-]1(P(C2C=CC=CC=2)C2C=CC=CC=2)C=CC=C1.[Fe+2]. The product is [F:18][C:19]1[CH:20]=[C:21]([C:2]2[CH:3]=[C:4]3[C:11]4([N:15]=[C:14]([NH2:16])[C:13]([CH3:17])=[N:12]4)[CH2:10][CH2:9][O:8][C:5]3=[CH:6][CH:7]=2)[CH:22]=[C:23]([F:25])[CH:24]=1. The yield is 0.150. (5) The reactants are [NH2:1][C:2]1[N:10]=[CH:9][N:8]=[C:7]2[C:3]=1[N:4]=[CH:5][N:6]2[C@H:11]1[C@@H:15]2[O:16][C:17]([CH3:20])([CH3:19])[O:18][C@@H:14]2[C@@H:13]([CH2:21][NH:22][CH:23]2[CH2:26][CH:25]([CH2:27][CH2:28][C:29]([O:31][CH2:32][C:33]3[CH:38]=[CH:37][CH:36]=[CH:35][CH:34]=3)=[O:30])[CH2:24]2)[O:12]1.[BH3-]C#N.[Na+].[CH3:43][C:44](O)=O.CC=O. The catalyst is CO.O. The product is [NH2:1][C:2]1[N:10]=[CH:9][N:8]=[C:7]2[C:3]=1[N:4]=[CH:5][N:6]2[C@H:11]1[C@@H:15]2[O:16][C:17]([CH3:19])([CH3:20])[O:18][C@@H:14]2[C@@H:13]([CH2:21][N:22]([CH2:43][CH3:44])[CH:23]2[CH2:26][CH:25]([CH2:27][CH2:28][C:29]([O:31][CH2:32][C:33]3[CH:34]=[CH:35][CH:36]=[CH:37][CH:38]=3)=[O:30])[CH2:24]2)[O:12]1. The yield is 0.660. (6) The reactants are Cl[C:2]1[N:7]=[C:6]([C:8]2[N:12]3[CH:13]=[CH:14][CH:15]=[CH:16][C:11]3=[N:10][C:9]=2[C:17]2[CH:18]=[CH:19][C:20]([O:34][CH2:35][CH3:36])=[C:21]([CH:33]=2)[C:22]([NH:24][C:25]2[C:30]([F:31])=[CH:29][CH:28]=[CH:27][C:26]=2[F:32])=[O:23])[CH:5]=[CH:4][N:3]=1.[CH2:37]([O:39][C:40]1[CH:46]=[C:45]([N:47]2[CH2:52][CH2:51][N:50]([CH2:53][CH2:54][CH3:55])[CH2:49][CH2:48]2)[CH:44]=[CH:43][C:41]=1[NH2:42])[CH3:38].C1(C)C=CC(S(O)(=O)=O)=CC=1.C[O-].[Na+]. The catalyst is CC(O)C. The product is [F:32][C:26]1[CH:27]=[CH:28][CH:29]=[C:30]([F:31])[C:25]=1[NH:24][C:22](=[O:23])[C:21]1[CH:33]=[C:17]([C:9]2[N:10]=[C:11]3[CH:16]=[CH:15][CH:14]=[CH:13][N:12]3[C:8]=2[C:6]2[CH:5]=[CH:4][N:3]=[C:2]([NH:42][C:41]3[CH:43]=[CH:44][C:45]([N:47]4[CH2:52][CH2:51][N:50]([CH2:53][CH2:54][CH3:55])[CH2:49][CH2:48]4)=[CH:46][C:40]=3[O:39][CH2:37][CH3:38])[N:7]=2)[CH:18]=[CH:19][C:20]=1[O:34][CH2:35][CH3:36]. The yield is 0.520.